Dataset: Peptide-MHC class I binding affinity with 185,985 pairs from IEDB/IMGT. Task: Regression. Given a peptide amino acid sequence and an MHC pseudo amino acid sequence, predict their binding affinity value. This is MHC class I binding data. (1) The peptide sequence is FLFGDDDAL. The MHC is HLA-A02:19 with pseudo-sequence HLA-A02:19. The binding affinity (normalized) is 0.820. (2) The peptide sequence is VPRPCQKSL. The MHC is HLA-B07:02 with pseudo-sequence HLA-B07:02. The binding affinity (normalized) is 0.941. (3) The peptide sequence is RRNRKALWL. The MHC is HLA-B57:01 with pseudo-sequence HLA-B57:01. The binding affinity (normalized) is 0.0847. (4) The peptide sequence is RAAVSADPL. The MHC is HLA-A02:06 with pseudo-sequence HLA-A02:06. The binding affinity (normalized) is 0.104. (5) The peptide sequence is GSVVASQIF. The binding affinity (normalized) is 0.0847. The MHC is HLA-A01:01 with pseudo-sequence HLA-A01:01. (6) The peptide sequence is NMKQCTNDIY. The MHC is HLA-A68:01 with pseudo-sequence HLA-A68:01. The binding affinity (normalized) is 0.267. (7) The peptide sequence is YLCLIQKAL. The MHC is HLA-A02:03 with pseudo-sequence HLA-A02:03. The binding affinity (normalized) is 0.527. (8) The peptide sequence is VSQGIRQVL. The MHC is Mamu-A01 with pseudo-sequence Mamu-A01. The binding affinity (normalized) is 0.137. (9) The peptide sequence is AEWVLAYMLF. The MHC is HLA-B45:01 with pseudo-sequence HLA-B45:01. The binding affinity (normalized) is 0.657.